Task: Predict the reactants needed to synthesize the given product.. Dataset: Full USPTO retrosynthesis dataset with 1.9M reactions from patents (1976-2016) (1) The reactants are: [CH3:1][N:2]1[C@@H:12]2[CH2:13][C:14]3[CH:19]=[CH:18][C:17]([OH:20])=[C:16]4[O:21][C@H:6]5[C:7]([CH:9]=[CH:10][C@:11]2([OH:22])[C@:5]5([C:15]=34)[CH2:4][CH2:3]1)=[O:8].CN1[CH2:28][CH2:27][CH2:26]C1=O.C(=O)(O)[O-].[K+].C1(CBr)CC1. Given the product [CH:19]1[C:14]2[CH2:13][C@H:12]3[N:2]([CH2:1][CH:26]4[CH2:27][CH2:28]4)[CH2:3][CH2:4][C@:5]45[C@H:6]([C:7]([CH2:9][CH2:10][C@@:11]34[OH:22])=[O:8])[O:21][C:16]([C:15]=25)=[C:17]([OH:20])[CH:18]=1, predict the reactants needed to synthesize it. (2) Given the product [Cl:23][C:10]1[CH:9]=[C:8]([NH:7][CH2:6][C:3]2[S:4][CH:5]=[CH:1][CH:2]=2)[C:13]([C:14]2[N:15]([CH2:24][O:35][CH3:34])[N:16]=[N:17][N:18]=2)=[CH:12][C:11]=1[S:19]([NH2:22])(=[O:21])=[O:20], predict the reactants needed to synthesize it. The reactants are: [CH:1]1[CH:2]=[C:3]([CH2:6][NH:7][C:8]2[C:13]([C:14]3[N:18]=[N:17][NH:16][N:15]=3)=[CH:12][C:11]([S:19]([NH2:22])(=[O:21])=[O:20])=[C:10]([Cl:23])[CH:9]=2)[S:4][CH:5]=1.[CH2:24]=O.CO.C(Cl)Cl.CN([CH:34]=[O:35])C.